This data is from Catalyst prediction with 721,799 reactions and 888 catalyst types from USPTO. The task is: Predict which catalyst facilitates the given reaction. Product: [Cl:10][C:8]1[CH:7]=[CH:6][C:5]([O:11][CH3:12])=[C:4]([C:3]2[N:13]=[C:14]([CH:15]=[C:16]([CH3:18])[CH3:17])[S:31][C:2]=2[NH2:1])[CH:9]=1. Reactant: [NH2:1][C:2](=O)[CH:3]([NH:13][C:14](=O)[CH2:15][C:16](O)([CH3:18])[CH3:17])[C:4]1[CH:9]=[C:8]([Cl:10])[CH:7]=[CH:6][C:5]=1[O:11][CH3:12].COC1C=CC(P2(SP(C3C=CC(OC)=CC=3)(=S)S2)=[S:31])=CC=1.N1C=CC=CC=1. The catalyst class is: 2.